Dataset: Forward reaction prediction with 1.9M reactions from USPTO patents (1976-2016). Task: Predict the product of the given reaction. (1) Given the reactants [CH3:1][C:2]1[C:3]([NH:8][C:9]2[S:10][CH:11]=[C:12]([C:14]3[CH:19]=[CH:18][CH:17]=[CH:16][N:15]=3)[N:13]=2)=[N:4][CH:5]=[CH:6][CH:7]=1.[NH:20]1[CH2:25][CH2:24][O:23][CH2:22][CH2:21]1.[CH2:26]=O, predict the reaction product. The product is: [CH3:1][C:2]1[C:3]([NH:8][C:9]2[S:10][C:11]([CH2:26][N:20]3[CH2:25][CH2:24][O:23][CH2:22][CH2:21]3)=[C:12]([C:14]3[CH:19]=[CH:18][CH:17]=[CH:16][N:15]=3)[N:13]=2)=[N:4][CH:5]=[CH:6][CH:7]=1. (2) Given the reactants [CH2:1]([O:8][C:9]1[CH:21]=[C:20]2[C:12]([C:13]3[CH:14]=[CH:15][C:16]([OH:22])=[CH:17][C:18]=3[NH:19]2)=[CH:11][CH:10]=1)[C:2]1C=CC=CC=1.C(=O)([O-])[O-].[Cs+].[Cs+].CC1C=CC(S(OCC[O:42][CH2:43][CH2:44][O:45][CH2:46][CH2:47][F:48])(=O)=O)=CC=1, predict the reaction product. The product is: [F:48][CH2:47][CH2:46][O:45][CH2:44][CH2:43][O:42][CH2:2][CH2:1][O:8][C:9]1[CH:21]=[C:20]2[C:12]([C:13]3[CH:14]=[CH:15][C:16]([OH:22])=[CH:17][C:18]=3[NH:19]2)=[CH:11][CH:10]=1.